Dataset: Full USPTO retrosynthesis dataset with 1.9M reactions from patents (1976-2016). Task: Predict the reactants needed to synthesize the given product. (1) The reactants are: Cl[C:2]1[C:11]2=[N:12][N:13](CC3C=CC(OC)=CC=3)[CH:14]=[C:10]2[C:9]2[CH:8]=[C:7]([O:24][CH3:25])[CH:6]=[CH:5][C:4]=2[N:3]=1.[NH2:26][C:27]1[CH:28]=[C:29]([S:33]([NH:36][CH3:37])(=[O:35])=[O:34])[CH:30]=[CH:31][CH:32]=1.Cl. Given the product [CH3:25][O:24][C:7]1[CH:6]=[CH:5][C:4]2[N:3]=[C:2]([NH:26][C:27]3[CH:28]=[C:29]([S:33]([NH:36][CH3:37])(=[O:35])=[O:34])[CH:30]=[CH:31][CH:32]=3)[C:11]3=[N:12][NH:13][CH:14]=[C:10]3[C:9]=2[CH:8]=1, predict the reactants needed to synthesize it. (2) Given the product [C:1]1(=[C:8]([C:9]2[CH:14]=[CH:13][C:12]([OH:15])=[CH:11][CH:10]=2)[C:16]2[CH:21]=[CH:20][C:19]([O:22][CH2:30][CH2:31][CH2:32][C:33]([O:35][CH2:36][CH3:37])=[O:34])=[CH:18][CH:17]=2)[CH2:2][CH2:3][CH2:4][CH2:5][CH2:6][CH2:7]1, predict the reactants needed to synthesize it. The reactants are: [C:1]1(=[C:8]([C:16]2[CH:21]=[CH:20][C:19]([OH:22])=[CH:18][CH:17]=2)[C:9]2[CH:14]=[CH:13][C:12]([OH:15])=[CH:11][CH:10]=2)[CH2:7][CH2:6][CH2:5][CH2:4][CH2:3][CH2:2]1.C([O-])([O-])=O.[K+].[K+].Br[CH2:30][CH2:31][CH2:32][C:33]([O:35][CH2:36][CH3:37])=[O:34]. (3) Given the product [CH:1]([C:4]1[CH:5]=[CH:6][C:7]([CH3:51])=[C:8]([N:10]2[CH2:50][CH2:49][C:13]3[N:14]=[C:15]([C:29]4[CH:37]=[CH:36][CH:35]=[C:34]5[C:30]=4[C:31]([CH3:48])=[CH:32][NH:33]5)[N:16]=[C:17]([N:18]4[CH2:23][CH2:22][N:21]([CH2:24][C:25]([NH2:27])=[O:26])[CH2:20][C@H:19]4[CH3:28])[C:12]=3[CH2:11]2)[CH:9]=1)([CH3:3])[CH3:2], predict the reactants needed to synthesize it. The reactants are: [CH:1]([C:4]1[CH:5]=[CH:6][C:7]([CH3:51])=[C:8]([N:10]2[CH2:50][CH2:49][C:13]3[N:14]=[C:15]([C:29]4[CH:37]=[CH:36][CH:35]=[C:34]5[C:30]=4[C:31]([CH3:48])=[CH:32][N:33]5S(C4C=CC(C)=CC=4)(=O)=O)[N:16]=[C:17]([N:18]4[CH2:23][CH2:22][N:21]([CH2:24][C:25]([NH2:27])=[O:26])[CH2:20][C@H:19]4[CH3:28])[C:12]=3[CH2:11]2)[CH:9]=1)([CH3:3])[CH3:2].[OH-].[NH4+].[OH-].[K+]. (4) Given the product [CH3:11][N:10]([C:4]1[CH:5]=[C:6]([C:8]#[N:9])[CH:7]=[C:2]([C:18]2[CH:19]=[CH:20][C:15]([C:14]([F:25])([F:24])[F:13])=[CH:16][CH:17]=2)[N:3]=1)[CH3:12], predict the reactants needed to synthesize it. The reactants are: Cl[C:2]1[CH:7]=[C:6]([C:8]#[N:9])[CH:5]=[C:4]([N:10]([CH3:12])[CH3:11])[N:3]=1.[F:13][C:14]([F:25])([F:24])[C:15]1[CH:20]=[CH:19][C:18](B(O)O)=[CH:17][CH:16]=1.C(=O)([O-])[O-].[Cs+].[Cs+].CC(C1C=C(C(C)C)C(C2C=CC=CC=2P(C2CCCCC2)C2CCCCC2)=C(C(C)C)C=1)C. (5) Given the product [CH3:1][C:2]1[CH:7]=[CH:6][C:5]([S:8](/[N:11]=[C:12]2/[N:13]([CH2:28][C:29]([NH2:31])=[O:30])[CH:14]=[CH:15][N:16]=[CH:17]/2)(=[O:10])=[O:9])=[CH:4][CH:3]=1, predict the reactants needed to synthesize it. The reactants are: [CH3:1][C:2]1[CH:7]=[CH:6][C:5]([S:8](/[N:11]=[C:12]2/[NH:13][CH:14]=[CH:15][N:16]=[CH:17]/2)(=[O:10])=[O:9])=[CH:4][CH:3]=1.C(N(C(C)C)CC)(C)C.I[CH2:28][C:29]([NH2:31])=[O:30].O. (6) Given the product [ClH:15].[F:1][C:2]1[CH:3]=[CH:4][C:5]([N:10]2[CH:14]=[N:13][CH:12]=[N:11]2)=[C:6]([CH2:7][NH2:8])[CH:9]=1, predict the reactants needed to synthesize it. The reactants are: [F:1][C:2]1[CH:3]=[CH:4][C:5]([N:10]2[CH:14]=[N:13][CH:12]=[N:11]2)=[C:6]([CH:9]=1)[C:7]#[N:8].[ClH:15].